Predict the reactants needed to synthesize the given product. From a dataset of Full USPTO retrosynthesis dataset with 1.9M reactions from patents (1976-2016). Given the product [NH2:8][C:4]1[CH:5]=[CH:6][CH:7]=[C:2]([CH3:1])[C:3]=1[OH:11], predict the reactants needed to synthesize it. The reactants are: [CH3:1][C:2]1[CH:7]=[CH:6][CH:5]=[C:4]([N+:8]([O-])=O)[C:3]=1[OH:11].NC1C=CC=C(Cl)C=1O.